Dataset: Forward reaction prediction with 1.9M reactions from USPTO patents (1976-2016). Task: Predict the product of the given reaction. (1) Given the reactants C[C@H]1CO[C@@]2(O[C@H:8]3[CH2:10][C@H:11]4[C@@H:16]5[CH2:17][CH:18]=[C:19]6[CH2:24][C@@H](O)[CH2:22][CH2:21][C@:20]6([CH3:26])[C@H:15]5[CH2:14][CH2:13][C@:12]4([CH3:27])[C@H:7]3[C@@H:6]2[CH3:28])CC1.[OH:31]O.[C:33]([O-:36])(O)=O.[Na+], predict the reaction product. The product is: [CH3:28][C:6]([C:7]1[C@@:12]2([CH3:27])[CH2:13][CH2:14][C@@H:15]3[C@@:20]4([CH3:26])[CH2:21][CH2:22][C@H:33]([OH:36])[CH2:24][C:19]4=[CH:18][CH2:17][C@H:16]3[C@@H:11]2[CH2:10][CH:8]=1)=[O:31]. (2) The product is: [OH:23][C:7]1[C:8]2[S:14][C:13]([C:15]3[CH:20]=[CH:19][CH:18]=[C:17]([O:21][CH3:22])[CH:16]=3)=[N:12][C:9]=2[CH:10]=[N:11][C:6]=1[C:4]([NH:24][CH2:25][C:26]([OH:28])=[O:27])=[O:5]. Given the reactants C(O[C:4]([C:6]1[N:11]=[CH:10][C:9]2[N:12]=[C:13]([C:15]3[CH:20]=[CH:19][CH:18]=[C:17]([O:21][CH3:22])[CH:16]=3)[S:14][C:8]=2[C:7]=1[OH:23])=[O:5])C.[NH2:24][CH2:25][C:26]([OH:28])=[O:27], predict the reaction product. (3) Given the reactants Br[C:2]1[N:7]=[C:6]([CH2:8][O:9][Si:10]([C:13]([CH3:16])([CH3:15])[CH3:14])([CH3:12])[CH3:11])[CH:5]=[CH:4][CH:3]=1.[C:17]1(=[O:23])[CH2:22][CH2:21][CH2:20][CH2:19][CH2:18]1, predict the reaction product. The product is: [Si:10]([O:9][CH2:8][C:6]1[N:7]=[C:2]([C:17]2([OH:23])[CH2:22][CH2:21][CH2:20][CH2:19][CH2:18]2)[CH:3]=[CH:4][CH:5]=1)([C:13]([CH3:16])([CH3:15])[CH3:14])([CH3:12])[CH3:11]. (4) Given the reactants [Br:1][C:2]1[CH:3]=[CH:4][C:5]([CH:8](OS(C)(=O)=O)[CH3:9])=[N:6][CH:7]=1.[F:15][C:16]1[C:21]([F:22])=[CH:20][CH:19]=[CH:18][C:17]=1[C:23]1[N:31]=[C:26]2[CH:27]=[N:28][NH:29][CH:30]=[C:25]2[N:24]=1, predict the reaction product. The product is: [Br:1][C:2]1[CH:3]=[CH:4][C:5]([CH:8]([N:28]2[CH:27]=[C:26]3[N:31]=[C:23]([C:17]4[CH:18]=[CH:19][CH:20]=[C:21]([F:22])[C:16]=4[F:15])[N:24]=[C:25]3[CH:30]=[N:29]2)[CH3:9])=[N:6][CH:7]=1. (5) Given the reactants [N+:1]([C:4]1[CH:12]=[CH:11][C:10]([N:13]2[CH2:18][CH:17]([CH3:19])[O:16][CH:15]([CH3:20])[CH2:14]2)=[CH:9][C:5]=1[C:6]([OH:8])=[O:7])([O-])=O.C1CCCCC=1, predict the reaction product. The product is: [NH2:1][C:4]1[CH:12]=[CH:11][C:10]([N:13]2[CH2:18][CH:17]([CH3:19])[O:16][CH:15]([CH3:20])[CH2:14]2)=[CH:9][C:5]=1[C:6]([OH:8])=[O:7]. (6) Given the reactants Cl[C:2]1[CH:7]=[C:6]([Cl:8])[N:5]=[N:4][C:3]=1[O:9][C:10]1[CH:15]=[CH:14][CH:13]=[CH:12][C:11]=1[CH3:16].[CH3:17][O-:18].[Na+], predict the reaction product. The product is: [Cl:8][C:6]1[N:5]=[N:4][C:3]([O:9][C:10]2[CH:15]=[CH:14][CH:13]=[CH:12][C:11]=2[CH3:16])=[C:2]([O:18][CH3:17])[CH:7]=1. (7) Given the reactants [CH3:1][C:2]1[CH:7]=[C:6]([CH3:8])[CH:5]=[CH:4][C:3]=1[OH:9].CN(P(N(C)C)(N(C)C)=O)C.[CH2:21]=[O:22], predict the reaction product. The product is: [OH:22][C:21]1[C:2]([CH3:1])=[CH:7][C:6]([CH3:8])=[CH:5][C:4]=1[CH:3]=[O:9]. (8) Given the reactants Cl[C:2]1[C:11]2[C:6](=[CH:7][CH:8]=[C:9]([C:12]([N:14]3[CH2:17][C:16]([F:19])([F:18])[CH2:15]3)=[O:13])[CH:10]=2)[CH:5]=[N:4][CH:3]=1.[CH3:20][N:21]1[C:30]2[C:25](=[CH:26][C:27](B3OC(C)(C)C(C)(C)O3)=[CH:28][CH:29]=2)[CH2:24][CH2:23][C:22]1=[O:40].CC([O-])=O.[K+].O, predict the reaction product. The product is: [F:18][C:16]1([F:19])[CH2:17][N:14]([C:12]([C:9]2[CH:10]=[C:11]3[C:6](=[CH:7][CH:8]=2)[CH:5]=[N:4][CH:3]=[C:2]3[C:27]2[CH:26]=[C:25]3[C:30](=[CH:29][CH:28]=2)[N:21]([CH3:20])[C:22](=[O:40])[CH2:23][CH2:24]3)=[O:13])[CH2:15]1. (9) Given the reactants [CH:1]1([C:7]2[C:16]3[C@@H:15]([OH:17])[CH2:14][C:13]([CH3:19])([CH3:18])[CH2:12][C:11]=3[N:10]=[C:9]([CH:20]([CH3:22])[CH3:21])[C:8]=2[C:23]([C:25]2[CH:30]=[CH:29][C:28]([C:31]([F:34])([F:33])[F:32])=[CH:27][CH:26]=2)=[O:24])[CH2:6][CH2:5][CH2:4][CH2:3][CH2:2]1.N1C(C)=CC=CC=1C.FC(F)(F)S(O[Si:49]([C:52]([CH3:55])([CH3:54])[CH3:53])([CH3:51])[CH3:50])(=O)=O.Cl, predict the reaction product. The product is: [Si:49]([O:17][C@H:15]1[CH2:14][C:13]([CH3:19])([CH3:18])[CH2:12][C:11]2[N:10]=[C:9]([CH:20]([CH3:22])[CH3:21])[C:8]([C:23]([C:25]3[CH:30]=[CH:29][C:28]([C:31]([F:34])([F:32])[F:33])=[CH:27][CH:26]=3)=[O:24])=[C:7]([CH:1]3[CH2:6][CH2:5][CH2:4][CH2:3][CH2:2]3)[C:16]1=2)([C:52]([CH3:55])([CH3:54])[CH3:53])([CH3:51])[CH3:50].